This data is from Forward reaction prediction with 1.9M reactions from USPTO patents (1976-2016). The task is: Predict the product of the given reaction. (1) Given the reactants Cl[C:2]1[N:12]=[CH:11][CH:10]=[CH:9][C:3]=1[C:4]([O:6][CH2:7][CH3:8])=[O:5].[N:13]1[CH:18]=[CH:17][C:16](B(O)O)=[CH:15][CH:14]=1.C(=O)([O-])[O-].[Na+].[Na+].COCCOC, predict the reaction product. The product is: [N:12]1[CH:11]=[CH:10][CH:9]=[C:3]([C:4]([O:6][CH2:7][CH3:8])=[O:5])[C:2]=1[C:16]1[CH:17]=[CH:18][N:13]=[CH:14][CH:15]=1. (2) Given the reactants C([O:8][CH2:9][CH2:10][C:11]1[N:15]([CH3:16])[N:14]=[C:13]([NH:17][C:18]2[N:23]=[CH:22][C:21]([O:24][CH2:25][C:26]3[C:31]([F:32])=[C:30]([O:33][CH3:34])[CH:29]=[C:28]([O:35][CH3:36])[C:27]=3[F:37])=[CH:20][N:19]=2)[CH:12]=1)C1C=CC=CC=1.B(Br)(Br)Br.C(=O)([O-])O.[Na+], predict the reaction product. The product is: [F:37][C:27]1[C:28]([O:35][CH3:36])=[CH:29][C:30]([O:33][CH3:34])=[C:31]([F:32])[C:26]=1[CH2:25][O:24][C:21]1[CH:22]=[N:23][C:18]([NH:17][C:13]2[CH:12]=[C:11]([CH2:10][CH2:9][OH:8])[N:15]([CH3:16])[N:14]=2)=[N:19][CH:20]=1.